This data is from Peptide-MHC class I binding affinity with 185,985 pairs from IEDB/IMGT. The task is: Regression. Given a peptide amino acid sequence and an MHC pseudo amino acid sequence, predict their binding affinity value. This is MHC class I binding data. (1) The peptide sequence is FPVTPQVPLR. The MHC is HLA-B40:01 with pseudo-sequence HLA-B40:01. The binding affinity (normalized) is 0. (2) The peptide sequence is QVKDNIISR. The MHC is HLA-A33:01 with pseudo-sequence HLA-A33:01. The binding affinity (normalized) is 0.614.